Task: Predict the product of the given reaction.. Dataset: Forward reaction prediction with 1.9M reactions from USPTO patents (1976-2016) (1) Given the reactants [C:1]1([NH:7][C@H:8]([C:10]([OH:12])=O)[CH3:9])[CH:6]=[CH:5][CH:4]=[CH:3][CH:2]=1.[O:13]([C:20]1[CH:25]=[CH:24][C:23]([N:26]=[C:27]=[S:28])=[CH:22][CH:21]=1)[C:14]1[CH:19]=[CH:18][CH:17]=[CH:16][CH:15]=1, predict the reaction product. The product is: [CH3:9][CH:8]1[N:7]([C:1]2[CH:2]=[CH:3][CH:4]=[CH:5][CH:6]=2)[C:27](=[S:28])[N:26]([C:23]2[CH:22]=[CH:21][C:20]([O:13][C:14]3[CH:15]=[CH:16][CH:17]=[CH:18][CH:19]=3)=[CH:25][CH:24]=2)[C:10]1=[O:12]. (2) Given the reactants COC(C1C=C(O)C2C(=C(OCC3C=CC=CC=3)C=C(C#CCOCC3C=CC=CC=3)C=2)N=1)=O.C([O:42][C:43]([C:45]1[CH:54]=[C:53]([O:55]CC2C=CC=CC=2)[C:52]2[C:47](=[C:48]([O:71]CC3C=CC=CC=3)[C:49]([C:63]#[C:64][C:65]3[CH:70]=[CH:69][CH:68]=[CH:67][CH:66]=3)=[CH:50][CH:51]=2)[N:46]=1)=[O:44])C1C=CC=CC=1, predict the reaction product. The product is: [OH:55][C:53]1[C:52]2[C:47](=[C:48]([OH:71])[C:49]([CH2:63][CH2:64][C:65]3[CH:70]=[CH:69][CH:68]=[CH:67][CH:66]=3)=[CH:50][CH:51]=2)[N:46]=[C:45]([C:43]([OH:44])=[O:42])[CH:54]=1. (3) Given the reactants [NH2:1][C:2]1[NH:6][N:5]=[C:4]([CH3:7])[C:3]=1[C:8]1[S:9][C:10]2[CH:16]=[C:15]([S:17](Cl)(=[O:19])=[O:18])[CH:14]=[CH:13][C:11]=2[N:12]=1.[NH2:21][CH2:22][C:23]1[CH:28]=[CH:27][C:26]([NH2:29])=[CH:25][CH:24]=1.CN1CCOCC1, predict the reaction product. The product is: [NH2:29][C:26]1[CH:27]=[CH:28][C:23]([CH2:22][NH:21][S:17]([C:15]2[CH:14]=[CH:13][C:11]3[N:12]=[C:8]([C:3]4[C:4]([CH3:7])=[N:5][NH:6][C:2]=4[NH2:1])[S:9][C:10]=3[CH:16]=2)(=[O:19])=[O:18])=[CH:24][CH:25]=1. (4) Given the reactants [Si]([O:8][C@H:9]1[CH2:14][N:13]([C:15]([O:17][C:18]([CH3:21])([CH3:20])[CH3:19])=[O:16])[C@@H:12]([CH2:22][CH2:23][C:24]2[C:33]3[C:28](=[CH:29][CH:30]=[C:31]([O:34][CH3:35])[N:32]=3)[N:27]=[CH:26][C:25]=2[F:36])[CH2:11][CH2:10]1)(C(C)(C)C)(C)C.[F-].C([N+](CCCC)(CCCC)CCCC)CCC, predict the reaction product. The product is: [F:36][C:25]1[CH:26]=[N:27][C:28]2[C:33]([C:24]=1[CH2:23][CH2:22][C@H:12]1[CH2:11][CH2:10][C@@H:9]([OH:8])[CH2:14][N:13]1[C:15]([O:17][C:18]([CH3:19])([CH3:21])[CH3:20])=[O:16])=[N:32][C:31]([O:34][CH3:35])=[CH:30][CH:29]=2. (5) Given the reactants [C:1]([CH:5]1[CH2:10][CH2:9][C:8](=O)[CH2:7][CH2:6]1)([CH3:4])([CH3:3])[CH3:2].[NH2:12][C:13]1[CH:18]=[CH:17][CH:16]=[CH:15][CH:14]=1, predict the reaction product. The product is: [C:1]([CH:5]1[CH2:10][CH2:9][C:8]([C:16]2[CH:17]=[CH:18][C:13]([NH2:12])=[CH:14][CH:15]=2)=[CH:7][CH2:6]1)([CH3:4])([CH3:3])[CH3:2]. (6) Given the reactants [F:1][C:2]1[CH:7]=[C:6]([O:8][CH3:9])[CH:5]=[C:4]([F:10])[C:3]=1[NH:11][C:12](=[NH:23])[CH2:13][C:14]([C:16]1[CH:21]=[CH:20][C:19]([F:22])=[CH:18][CH:17]=1)=[O:15].[C:24](OC)(=[O:27])[C:25]#[CH:26], predict the reaction product. The product is: [NH2:23][C:12]1[N:11]([C:3]2[C:2]([F:1])=[CH:7][C:6]([O:8][CH3:9])=[CH:5][C:4]=2[F:10])[C:24](=[O:27])[CH:25]=[CH:26][C:13]=1[C:14](=[O:15])[C:16]1[CH:21]=[CH:20][C:19]([F:22])=[CH:18][CH:17]=1. (7) Given the reactants Br[C:2]1[S:6][C:5]([CH:7]=[O:8])=[CH:4][C:3]=1[C:9]1[C:10]([F:15])=[N:11][CH:12]=[CH:13][CH:14]=1.N1C=CC=CC=1.[CH3:22][O:23][C:24]1[N:29]=[CH:28][C:27]([S:30]([O-:32])=[O:31])=[CH:26][CH:25]=1.[Na+].O, predict the reaction product. The product is: [F:15][C:10]1[C:9]([C:3]2[CH:4]=[C:5]([CH:7]=[O:8])[S:6][C:2]=2[S:30]([C:27]2[CH:28]=[N:29][C:24]([O:23][CH3:22])=[CH:25][CH:26]=2)(=[O:31])=[O:32])=[CH:14][CH:13]=[CH:12][N:11]=1. (8) Given the reactants [Br:1][C:2]1[CH:3]=[C:4]([C:12]([OH:14])=O)[C:5]2[CH:6]=[N:7][N:8]([CH3:11])[C:9]=2[CH:10]=1.S(Cl)(Cl)=O.[CH3:19][C@H:20]1[O:25][C@@H:24]([CH3:26])[CH2:23][N:22]([CH2:27][C:28]([NH:30][NH2:31])=[O:29])[CH2:21]1.CCN(C(C)C)C(C)C, predict the reaction product. The product is: [Br:1][C:2]1[CH:3]=[C:4]([C:12]([NH:31][NH:30][C:28](=[O:29])[CH2:27][N:22]2[CH2:23][C@H:24]([CH3:26])[O:25][C@H:20]([CH3:19])[CH2:21]2)=[O:14])[C:5]2[CH:6]=[N:7][N:8]([CH3:11])[C:9]=2[CH:10]=1. (9) Given the reactants Br[C:2]1[N:7]=[C:6]([C@@H:8]([NH:18][C:19]([O:21][C:22]([CH3:25])([CH3:24])[CH3:23])=[O:20])[CH2:9][C:10]2[CH:15]=[C:14]([F:16])[CH:13]=[C:12]([F:17])[CH:11]=2)[C:5]([B:26]([OH:28])[OH:27])=[CH:4][CH:3]=1.[CH3:29][C:30]([CH3:34])([CH3:33])[C:31]#[CH:32], predict the reaction product. The product is: [C:22]([O:21][C:19]([NH:18][C@H:8]([C:6]1[C:5]([B:26]([OH:28])[OH:27])=[CH:4][CH:3]=[C:2]([C:32]#[C:31][C:30]([CH3:34])([CH3:33])[CH3:29])[N:7]=1)[CH2:9][C:10]1[CH:15]=[C:14]([F:16])[CH:13]=[C:12]([F:17])[CH:11]=1)=[O:20])([CH3:25])([CH3:24])[CH3:23]. (10) Given the reactants [H-].[Na+].[NH:3]1[CH2:8][CH2:7][CH2:6][CH2:5][C:4]1=[O:9].Cl[C:11]1[C:20]([C:21]#[N:22])=[C:19]([C:23]2[CH:28]=[CH:27][CH:26]=[CH:25][CH:24]=2)[C:18]2[C:13](=[CH:14][CH:15]=[C:16]([Cl:29])[CH:17]=2)[N:12]=1, predict the reaction product. The product is: [Cl:29][C:16]1[CH:17]=[C:18]2[C:13](=[CH:14][CH:15]=1)[N:12]=[C:11]([N:3]1[CH2:8][CH2:7][CH2:6][CH2:5][C:4]1=[O:9])[C:20]([C:21]#[N:22])=[C:19]2[C:23]1[CH:24]=[CH:25][CH:26]=[CH:27][CH:28]=1.